This data is from Catalyst prediction with 721,799 reactions and 888 catalyst types from USPTO. The task is: Predict which catalyst facilitates the given reaction. (1) The catalyst class is: 27. Product: [CH3:1][S:2]([O-:5])(=[O:4])=[O:3].[CH:6]([N+:8]1[CH:12]=[CH:11][NH:10][CH:9]=1)=[CH2:7]. Reactant: [CH3:1][S:2]([OH:5])(=[O:4])=[O:3].[CH:6]([N:8]1[CH:12]=[CH:11][N:10]=[CH:9]1)=[CH2:7].C(=O)=O. (2) Reactant: Cl[CH2:2][C:3]1[CH:4]=[C:5]([N:12]([CH3:17])[S:13]([CH3:16])(=[O:15])=[O:14])[CH:6]=[C:7]([C:9]([CH3:11])=[CH2:10])[CH:8]=1.[N-:18]=[N+:19]=[N-:20].[Na+].O.CCOC(C)=O. Product: [N:18]([CH2:2][C:3]1[CH:4]=[C:5]([N:12]([CH3:17])[S:13]([CH3:16])(=[O:15])=[O:14])[CH:6]=[C:7]([C:9]([CH3:11])=[CH2:10])[CH:8]=1)=[N+:19]=[N-:20]. The catalyst class is: 3. (3) Reactant: B(F)(F)F.CCOCC.[F:10][C:11]1[CH:16]=[C:15]([F:17])[CH:14]=[CH:13][C:12]=1[C@:18]12[CH2:27][O:26][C@@H:25]([CH:28]([OH:34])[CH2:29][CH2:30][C:31]([CH3:33])=[CH2:32])[CH2:24][C@H:23]1[CH2:22][S:21][C:20]([NH:35][C:36](=[O:43])[C:37]1[CH:42]=[CH:41][CH:40]=[CH:39][CH:38]=1)=[N:19]2. Product: [F:10][C:11]1[CH:16]=[C:15]([F:17])[CH:14]=[CH:13][C:12]=1[C@:18]12[CH2:27][O:26][C@@H:25]([CH:28]3[CH2:29][CH2:30][C:31]([CH3:33])([CH3:32])[O:34]3)[CH2:24][C@H:23]1[CH2:22][S:21][C:20]([NH:35][C:36](=[O:43])[C:37]1[CH:42]=[CH:41][CH:40]=[CH:39][CH:38]=1)=[N:19]2. The catalyst class is: 46. (4) Reactant: [CH3:1][C:2]1[C:3]([CH3:12])([CH3:11])[C:4]2[CH:10]=[CH:9][CH:8]=[CH:7][C:5]=2[N:6]=1.[C:13]([O:16][CH2:17][CH2:18][CH2:19][CH2:20][CH2:21][I:22])(=[O:15])[CH3:14].CCOCC. Product: [I-:22].[CH3:1][C:2]1[C:3]([CH3:12])([CH3:11])[C:4]2[CH:10]=[CH:9][CH:8]=[CH:7][C:5]=2[N+:6]=1[CH2:21][CH2:20][CH2:19][CH2:18][CH2:17][O:16][C:13]([CH3:14])=[O:15]. The catalyst class is: 262. (5) Reactant: Cl[C:2]1[N:7]=[C:6](Cl)[N:5]=[C:4]([NH:9][N:10]2[CH2:14][C:13](=[O:15])[NH:12][C:11]2=[O:16])[N:3]=1.[C:17](=[O:20])([O-])[O-].[K+].[K+].[CH3:23][O:24][C:25]1[CH:32]=[CH:31][C:28]([CH2:29][NH2:30])=[CH:27][CH:26]=1. Product: [CH3:23][O:24][C:25]1[CH:32]=[CH:31][C:28]([CH2:29][NH:30][C:2]2[N:7]=[C:6]([NH:30][CH2:29][C:28]3[CH:31]=[CH:32][C:25]([O:20][CH3:17])=[CH:26][CH:27]=3)[N:5]=[C:4]([NH:9][N:10]3[CH2:14][C:13](=[O:15])[NH:12][C:11]3=[O:16])[N:3]=2)=[CH:27][CH:26]=1. The catalyst class is: 10. (6) Reactant: [F:1][C:2]1[CH:3]=[C:4]([CH3:24])[C:5]([NH:8][CH2:9][C@@H:10]2[CH2:15][CH2:14][C@H:13]([CH3:16])[CH2:12][N:11]2C(OC(C)(C)C)=O)=[N:6][CH:7]=1.C(O)(C(F)(F)F)=O. Product: [F:1][C:2]1[CH:3]=[C:4]([CH3:24])[C:5]([NH:8][CH2:9][C@@H:10]2[CH2:15][CH2:14][C@H:13]([CH3:16])[CH2:12][NH:11]2)=[N:6][CH:7]=1. The catalyst class is: 2.